Dataset: Full USPTO retrosynthesis dataset with 1.9M reactions from patents (1976-2016). Task: Predict the reactants needed to synthesize the given product. (1) Given the product [Br:1][C:16]1[CH:17]=[C:18]2[C:13](=[CH:14][CH:15]=1)[NH:12][C:11](=[O:20])[CH:10]([OH:9])[CH2:19]2, predict the reactants needed to synthesize it. The reactants are: [Br:1]N1C(=O)CCC1=O.[OH:9][CH:10]1[CH2:19][C:18]2[C:13](=[CH:14][CH:15]=[CH:16][CH:17]=2)[NH:12][C:11]1=[O:20].C(=O)(O)[O-].[Na+]. (2) Given the product [Cl:1][C:2]1[CH:10]=[C:9]2[C:5]([C:6]([C:11](=[O:16])[C:12]([F:13])([F:14])[F:15])=[CH:7][N:8]2[C:26]2[CH:25]=[C:24]([F:23])[CH:29]=[C:28]([F:30])[CH:27]=2)=[CH:4][CH:3]=1, predict the reactants needed to synthesize it. The reactants are: [Cl:1][C:2]1[CH:10]=[C:9]2[C:5]([C:6]([C:11](=[O:16])[C:12]([F:15])([F:14])[F:13])=[CH:7][NH:8]2)=[CH:4][CH:3]=1.N1C=CC=CC=1.[F:23][C:24]1[CH:25]=[C:26](B(O)O)[CH:27]=[C:28]([F:30])[CH:29]=1. (3) Given the product [OH:16][CH:13]1[C:12]2[S:11][C:10]([C:17]([O:19][CH3:20])=[O:18])=[N:9][C:8]=2[C:6]2[CH:7]=[C:2]([C:22]#[C:21][C@:23]3([OH:30])[CH2:27][CH2:26][N:25]([CH3:28])[C:24]3=[O:29])[CH:3]=[CH:4][C:5]=2[O:15][CH2:14]1, predict the reactants needed to synthesize it. The reactants are: Br[C:2]1[CH:3]=[CH:4][C:5]2[O:15][CH2:14][CH:13]([OH:16])[C:12]3[S:11][C:10]([C:17]([O:19][CH3:20])=[O:18])=[N:9][C:8]=3[C:6]=2[CH:7]=1.[C:21]([C@:23]1([OH:30])[CH2:27][CH2:26][N:25]([CH3:28])[C:24]1=[O:29])#[CH:22].